Dataset: Forward reaction prediction with 1.9M reactions from USPTO patents (1976-2016). Task: Predict the product of the given reaction. (1) Given the reactants [Cl:1][C:2]1[CH:28]=[CH:27][C:5]([CH2:6][N:7]2[C:15]3[C:10](=[CH:11][CH:12]=[CH:13][CH:14]=3)[CH:9]=[C:8]2[C:16]([N:18]2[CH2:23][CH2:22][CH:21]([C:24]([OH:26])=O)[CH2:20][CH2:19]2)=[O:17])=[CH:4][CH:3]=1.C(N=C=NCCCN(C)C)C.ON1C2C=CC=CC=2N=N1.C(N(CC)C(C)C)(C)C.[N:59]1[CH:64]=[CH:63][C:62]([CH2:65][NH2:66])=[CH:61][CH:60]=1, predict the reaction product. The product is: [Cl:1][C:2]1[CH:3]=[CH:4][C:5]([CH2:6][N:7]2[C:15]3[C:10](=[CH:11][CH:12]=[CH:13][CH:14]=3)[CH:9]=[C:8]2[C:16]([N:18]2[CH2:19][CH2:20][CH:21]([C:24]([NH:66][CH2:65][C:62]3[CH:63]=[CH:64][N:59]=[CH:60][CH:61]=3)=[O:26])[CH2:22][CH2:23]2)=[O:17])=[CH:27][CH:28]=1. (2) Given the reactants [CH3:1][C:2]1[N:3]([CH2:8][C:9]([O:11][CH2:12][CH3:13])=[O:10])[C:4]([CH3:7])=[CH:5][CH:6]=1.[Cl-].C([Al+]CC)C.[O:20]1[CH2:25][CH2:24][N:23]([S:26]([C:29]2[CH:37]=[CH:36][CH:35]=[CH:34][C:30]=2[C:31](Cl)=[O:32])(=[O:28])=[O:27])[CH2:22][CH2:21]1, predict the reaction product. The product is: [CH3:7][C:4]1[N:3]([CH2:8][C:9]([O:11][CH2:12][CH3:13])=[O:10])[C:2]([CH3:1])=[CH:6][C:5]=1[C:31](=[O:32])[C:30]1[CH:34]=[CH:35][CH:36]=[CH:37][C:29]=1[S:26]([N:23]1[CH2:22][CH2:21][O:20][CH2:25][CH2:24]1)(=[O:28])=[O:27]. (3) Given the reactants C(N(C(C)C)C(C)C)C.Cl.[Cl:11][C:12]1[CH:17]=[CH:16][C:15]([NH:18][NH2:19])=[C:14]([CH3:20])[CH:13]=1.CN(/[CH:24]=[C:25](/[C:31](=O)[C:32]([CH3:35])([CH3:34])[CH3:33])\[C:26]([O:28][CH2:29][CH3:30])=[O:27])C, predict the reaction product. The product is: [C:32]([C:31]1[N:18]([C:15]2[CH:16]=[CH:17][C:12]([Cl:11])=[CH:13][C:14]=2[CH3:20])[N:19]=[CH:24][C:25]=1[C:26]([O:28][CH2:29][CH3:30])=[O:27])([CH3:35])([CH3:33])[CH3:34]. (4) Given the reactants [CH2:1]([O:8][C:9]1[C:10]([N:20]2[S:24](=[O:26])(=[O:25])[NH:23][C:22](=[O:27])[CH2:21]2)=[CH:11][C:12]2[C:17]([CH:18]=1)=[CH:16][CH:15]=[C:14](Br)[CH:13]=2)[C:2]1[CH:7]=[CH:6][CH:5]=[CH:4][CH:3]=1.[CH:28]1[CH2:32][CH2:31][CH2:30][CH:29]=1.C(N(CC)CC)C, predict the reaction product. The product is: [CH2:1]([O:8][C:9]1[C:10]([N:20]2[S:24](=[O:26])(=[O:25])[NH:23][C:22](=[O:27])[CH2:21]2)=[CH:11][C:12]2[C:17]([CH:18]=1)=[CH:16][CH:15]=[C:14]([C:28]1[CH2:32][CH2:31][CH2:30][CH:29]=1)[CH:13]=2)[C:2]1[CH:7]=[CH:6][CH:5]=[CH:4][CH:3]=1. (5) Given the reactants [C:1]([O:5][C:6](=[O:27])[NH:7][C@H:8]([C:10](=O)[NH:11][C:12]1[C:13]([NH:18][C:19]2[CH:24]=[CH:23][CH:22]=[CH:21][C:20]=2[CH3:25])=[N:14][CH:15]=[CH:16][CH:17]=1)[CH3:9])([CH3:4])([CH3:3])[CH3:2], predict the reaction product. The product is: [C:1]([O:5][C:6](=[O:27])[NH:7][C@H:8]([C:10]1[N:18]([C:19]2[CH:24]=[CH:23][CH:22]=[CH:21][C:20]=2[CH3:25])[C:13]2=[N:14][CH:15]=[CH:16][CH:17]=[C:12]2[N:11]=1)[CH3:9])([CH3:4])([CH3:3])[CH3:2]. (6) Given the reactants [C:1]([C:4]1[CH:9]=[CH:8][N:7]=[CH:6][CH:5]=1)(=O)[CH3:2].C[N:11]([CH:13](OC)OC)C.O.[NH2:19]N, predict the reaction product. The product is: [NH:11]1[CH:13]=[CH:2][C:1]([C:4]2[CH:9]=[CH:8][N:7]=[CH:6][CH:5]=2)=[N:19]1. (7) Given the reactants P(Cl)(Cl)Cl.[Cl:5][C:6]1[CH:7]=[CH:8][C:9]2[CH2:18][CH2:17][CH2:16][C:15]3[N:14]=[C:13]([C:19]4[CH:24]=[CH:23][CH:22]=[CH:21][CH:20]=4)[N:12](O)[C:11]=3[C:10]=2[CH:26]=1.O.C(=O)(O)[O-].[Na+], predict the reaction product. The product is: [Cl:5][C:6]1[CH:7]=[CH:8][C:9]2[CH2:18][CH2:17][CH2:16][C:15]3[N:14]=[C:13]([C:19]4[CH:20]=[CH:21][CH:22]=[CH:23][CH:24]=4)[NH:12][C:11]=3[C:10]=2[CH:26]=1.